This data is from SARS-CoV-2 main protease (3CLPro) crystallographic fragment screen with 879 compounds. The task is: Binary Classification. Given a drug SMILES string, predict its activity (active/inactive) in a high-throughput screening assay against a specified biological target. (1) The molecule is NC(=O)c1cc(N2CCCC2)ccn1. The result is 0 (inactive). (2) The drug is CC1CCN(C(=O)c2cc3ccccc3o2)CC1. The result is 0 (inactive). (3) The compound is O=C(O)C1CCC1. The result is 0 (inactive). (4) The result is 0 (inactive). The drug is NCC1(c2ccc(F)cc2)CCCNC1. (5) The result is 1 (active). The drug is CCC(=N)N.Cl.